Dataset: Catalyst prediction with 721,799 reactions and 888 catalyst types from USPTO. Task: Predict which catalyst facilitates the given reaction. (1) Reactant: [NH2:1][C:2]1[CH:7]=[CH:6][C:5]([O:8][C:9]([F:12])([F:11])[F:10])=[CH:4][C:3]=1[C:13]([C:15]1[CH:20]=[CH:19][C:18]([Cl:21])=[CH:17][CH:16]=1)=O.[C:22]([CH2:25][C:26](=O)[CH3:27])(=[O:24])[CH3:23]. The catalyst class is: 644. Product: [Cl:21][C:18]1[CH:19]=[CH:20][C:15]([C:13]2[C:3]3[C:2](=[CH:7][CH:6]=[C:5]([O:8][C:9]([F:12])([F:11])[F:10])[CH:4]=3)[N:1]=[C:26]([CH3:27])[C:25]=2[C:22](=[O:24])[CH3:23])=[CH:16][CH:17]=1. (2) Reactant: [C:1]1([N:7]2[CH2:12][CH2:11][CH:10]([C:13]3[S:14][C:15]([C:18]([O:20]CC)=[O:19])=[CH:16][N:17]=3)[CH2:9][CH2:8]2)[CH:6]=[CH:5][CH:4]=[CH:3][CH:2]=1.[Li+:23].[OH-]. Product: [C:1]1([N:7]2[CH2:12][CH2:11][CH:10]([C:13]3[S:14][C:15]([C:18]([O-:20])=[O:19])=[CH:16][N:17]=3)[CH2:9][CH2:8]2)[CH:6]=[CH:5][CH:4]=[CH:3][CH:2]=1.[Li+:23]. The catalyst class is: 83. (3) Reactant: [C:1]([O:5][C:6]([N:8]1[CH2:13][CH2:12][N:11]2[C:14]([CH2:18][CH3:19])=[N:15][C:16](I)=[C:10]2[CH:9]1[CH2:20][CH2:21][C:22]1[CH:27]=[CH:26][C:25]([C:28]([F:31])([F:30])[F:29])=[CH:24][CH:23]=1)=[O:7])([CH3:4])([CH3:3])[CH3:2].C([Mg]Br)C.CN([CH:39]=[O:40])C.O. Product: [C:1]([O:5][C:6]([N:8]1[CH2:13][CH2:12][N:11]2[C:14]([CH2:18][CH3:19])=[N:15][C:16]([CH:39]=[O:40])=[C:10]2[CH:9]1[CH2:20][CH2:21][C:22]1[CH:27]=[CH:26][C:25]([C:28]([F:31])([F:30])[F:29])=[CH:24][CH:23]=1)=[O:7])([CH3:4])([CH3:3])[CH3:2]. The catalyst class is: 721. (4) Reactant: [C:1]([C:4]1[C@@H:9]([C:10]2[CH:15]=[CH:14][C:13]([C:16]#[N:17])=[CH:12][CH:11]=2)[N:8]([CH2:18][C:19](O)=[O:20])[C:7](=[O:22])[N:6]([C:23]2[CH:28]=[CH:27][CH:26]=[C:25]([C:29]([F:32])([F:31])[F:30])[CH:24]=2)[C:5]=1[CH3:33])(=[O:3])[CH3:2].C[N:35](C(ON1N=NC2C=CC=NC1=2)=[N+](C)C)C.F[P-](F)(F)(F)(F)F.[Cl-].[NH4+].C(N(CC)C(C)C)(C)C. Product: [C:1]([C:4]1[C@@H:9]([C:10]2[CH:15]=[CH:14][C:13]([C:16]#[N:17])=[CH:12][CH:11]=2)[N:8]([CH2:18][C:19]([NH2:35])=[O:20])[C:7](=[O:22])[N:6]([C:23]2[CH:28]=[CH:27][CH:26]=[C:25]([C:29]([F:32])([F:31])[F:30])[CH:24]=2)[C:5]=1[CH3:33])(=[O:3])[CH3:2]. The catalyst class is: 3. (5) Reactant: C([O:8][C:9](=[O:23])[C@H:10]([CH3:22])[N:11]([C:15]([O:17][C:18]([CH3:21])([CH3:20])[CH3:19])=[O:16])N=[N+]=[N-])C1C=CC=CC=1.[C:24]([P:26](=[O:33])([O:30][CH2:31][CH3:32])[O:27][CH2:28][CH3:29])#[CH:25].[N-:34]=[N+:35]=[N-:36]. Product: [C:18]([O:17][C:15]([NH:11][C@@H:10]([CH2:22][N:34]1[C:24]([P:26]([O:30][CH2:31][CH3:32])([O:27][CH2:28][CH3:29])=[O:33])=[CH:25][N:36]=[N:35]1)[C:9]([OH:8])=[O:23])=[O:16])([CH3:19])([CH3:20])[CH3:21]. The catalyst class is: 11. (6) Reactant: Cl[C:2]1[CH:7]=[C:6]([C:8]([OH:10])=[O:9])[C:5]([N+:11]([O-:13])=[O:12])=[CH:4][N:3]=1.[NH:14]1[CH2:19][CH2:18][CH:17]([NH:20][C:21](=[O:27])[O:22][C:23]([CH3:26])([CH3:25])[CH3:24])[CH2:16][CH2:15]1.C(N(CC)CC)C.Cl. Product: [C:23]([O:22][C:21]([NH:20][CH:17]1[CH2:16][CH2:15][N:14]([C:2]2[CH:7]=[C:6]([C:8]([OH:10])=[O:9])[C:5]([N+:11]([O-:13])=[O:12])=[CH:4][N:3]=2)[CH2:19][CH2:18]1)=[O:27])([CH3:26])([CH3:24])[CH3:25]. The catalyst class is: 1. (7) Reactant: [CH2:1]([O:8][C:9]1[CH:14]=[CH:13][C:12]([C:15]2[NH:16][CH:17]=[C:18]([C:20](OC)=[O:21])[N:19]=2)=[C:11]([F:24])[CH:10]=1)[C:2]1[CH:7]=[CH:6][CH:5]=[CH:4][CH:3]=1.[H-].[Al+3].[Li+].[H-].[H-].[H-].[Cl-].[NH4+].C(OCC)(=O)C. Product: [CH2:1]([O:8][C:9]1[CH:14]=[CH:13][C:12]([C:15]2[NH:16][CH:17]=[C:18]([CH2:20][OH:21])[N:19]=2)=[C:11]([F:24])[CH:10]=1)[C:2]1[CH:3]=[CH:4][CH:5]=[CH:6][CH:7]=1. The catalyst class is: 7. (8) The catalyst class is: 682. Reactant: [Br:1][C:2]1[C:10]2[N:9]=[CH:8][N:7]([CH2:11][C:12]3[CH:17]=[CH:16][CH:15]=[C:14]([Cl:18])[C:13]=3[CH3:19])[C:6]=2[CH:5]=[C:4]([NH2:20])[CH:3]=1.[OH-].[Na+].Br[CH2:24][CH2:25][O:26][CH2:27][CH2:28]Br. Product: [Br:1][C:2]1[C:10]2[N:9]=[CH:8][N:7]([CH2:11][C:12]3[CH:17]=[CH:16][CH:15]=[C:14]([Cl:18])[C:13]=3[CH3:19])[C:6]=2[CH:5]=[C:4]([N:20]2[CH2:28][CH2:27][O:26][CH2:25][CH2:24]2)[CH:3]=1. (9) Reactant: [Cl:1][C:2]1[C:7]([S:8]([NH2:11])(=[O:10])=[O:9])=[C:6]([OH:12])[C:5]([NH:13][C:14]2[C:17](=[O:18])[C:16](=[O:19])[C:15]=2Cl)=[CH:4][CH:3]=1.[NH2:21][C:22]1[CH:27]=[CH:26][CH:25]=[CH:24][CH:23]=1. Product: [Cl:1][C:2]1[C:7]([S:8]([NH2:11])(=[O:10])=[O:9])=[C:6]([OH:12])[C:5]([NH:13][C:14]2[C:17](=[O:18])[C:16](=[O:19])[C:15]=2[NH:21][C:22]2[CH:27]=[CH:26][CH:25]=[CH:24][CH:23]=2)=[CH:4][CH:3]=1. The catalyst class is: 16. (10) Reactant: [CH3:1][O:2][C:3]1[CH:4]=[C:5]2[C:10](=[CH:11][C:12]=1[O:13][CH3:14])[N:9]=[CH:8][CH:7]=[C:6]2[O:15][C:16]1[CH:22]=[CH:21][C:19]([NH2:20])=[C:18]([CH3:23])[C:17]=1[CH3:24].C(N(CC)CC)C.ClC(Cl)(O[C:36](=[O:42])OC(Cl)(Cl)Cl)Cl.[CH:44]([N:47]([CH:51]([CH3:53])[CH3:52])[CH2:48][CH2:49][NH2:50])([CH3:46])[CH3:45]. Product: [CH:44]([N:47]([CH:51]([CH3:53])[CH3:52])[CH2:48][CH2:49][NH:50][C:36]([NH:20][C:19]1[CH:21]=[CH:22][C:16]([O:15][C:6]2[C:5]3[C:10](=[CH:11][C:12]([O:13][CH3:14])=[C:3]([O:2][CH3:1])[CH:4]=3)[N:9]=[CH:8][CH:7]=2)=[C:17]([CH3:24])[C:18]=1[CH3:23])=[O:42])([CH3:46])[CH3:45]. The catalyst class is: 146.